The task is: Predict the reactants needed to synthesize the given product.. This data is from Full USPTO retrosynthesis dataset with 1.9M reactions from patents (1976-2016). (1) Given the product [CH3:30][O:29][C:27]([C:25]1[N:26]=[C:22]([NH:21][C:4](=[O:6])[C:3]2[CH:13]=[C:14]([O:19][CH3:20])[C:15]([O:17][CH3:18])=[CH:16][C:2]=2[OH:1])[S:23][CH:24]=1)=[O:28], predict the reactants needed to synthesize it. The reactants are: [OH:1][C:2]1[CH:16]=[C:15]([O:17][CH3:18])[C:14]([O:19][CH3:20])=[CH:13][C:3]=1[C:4]([O:6]C1C=CC=CC=1)=O.[NH2:21][C:22]1[S:23][CH:24]=[C:25]([C:27]([O:29][CH3:30])=[O:28])[N:26]=1.CO. (2) The reactants are: [OH:1][C:2]([CH3:32])([CH3:31])[CH2:3][C@@:4]1([CH:28]([CH3:30])[CH3:29])[O:9][C:8](=[O:10])[N:7]([C@H:11]([C:13]2[CH:18]=[CH:17][C:16]([C:19]3[CH:20]=[N:21][C:22]([C:25](O)=[O:26])=[N:23][CH:24]=3)=[CH:15][CH:14]=2)[CH3:12])[CH2:6][CH2:5]1.[CH:33]1([NH2:36])[CH2:35][CH2:34]1. Given the product [CH:33]1([NH:36][C:25]([C:22]2[N:21]=[CH:20][C:19]([C:16]3[CH:17]=[CH:18][C:13]([C@@H:11]([N:7]4[CH2:6][CH2:5][C@:4]([CH2:3][C:2]([OH:1])([CH3:32])[CH3:31])([CH:28]([CH3:29])[CH3:30])[O:9][C:8]4=[O:10])[CH3:12])=[CH:14][CH:15]=3)=[CH:24][N:23]=2)=[O:26])[CH2:35][CH2:34]1, predict the reactants needed to synthesize it.